Dataset: Forward reaction prediction with 1.9M reactions from USPTO patents (1976-2016). Task: Predict the product of the given reaction. (1) Given the reactants Br[C:2]1[CH:7]=[CH:6][C:5]([F:8])=[CH:4][CH:3]=1.C([Li])(C)(C)C.[C:14](#N)[C:15]1[C:16](=[CH:18][CH:19]=[CH:20][CH:21]=1)[NH2:17].Cl.C1C[O:27]CC1, predict the reaction product. The product is: [NH2:17][C:16]1[CH:18]=[CH:19][CH:20]=[CH:21][C:15]=1[C:14]([C:2]1[CH:7]=[CH:6][C:5]([F:8])=[CH:4][CH:3]=1)=[O:27]. (2) Given the reactants [C:1]([O:5][C:6]([N:8]1[C@@:12]([CH2:14][CH2:15][C:16]2[CH:21]=[CH:20][C:19]([O:22][CH2:23][CH2:24][CH2:25][CH2:26][CH2:27][CH2:28][CH3:29])=[CH:18][CH:17]=2)([CH3:13])[CH2:11]OS1(=O)=O)=[O:7])([CH3:4])([CH3:3])[CH3:2].[C-:32]#[N:33].[Na+].CCOC(C)=O.C([O-])(O)=O.[Na+], predict the reaction product. The product is: [C:1]([O:5][C:6](=[O:7])[NH:8][C@:12]([CH2:11][C:32]#[N:33])([CH3:13])[CH2:14][CH2:15][C:16]1[CH:17]=[CH:18][C:19]([O:22][CH2:23][CH2:24][CH2:25][CH2:26][CH2:27][CH2:28][CH3:29])=[CH:20][CH:21]=1)([CH3:4])([CH3:3])[CH3:2]. (3) Given the reactants I[C:2]1[C:3]2[C:4](=[CH:11][C:12]3[C:16](I)=[C:15]([Si:18]([CH3:21])([CH3:20])[CH3:19])[S:14][C:13]=3[CH:22]=2)[S:5][C:6]=1[Si:7]([CH3:10])([CH3:9])[CH3:8].[CH2:23](B(O)O)[CH2:24][CH2:25][CH2:26][CH2:27][CH2:28][CH2:29][CH2:30][CH2:31][CH2:32][CH2:33][CH3:34].[O-]P([O-])([O-])=O.[K+].[K+].[K+].O.CO[C:49]1[CH:50]=[CH:51][CH:52]=[C:53](OC)[C:54]=1[C:55]1[CH:56]=[CH:57][CH:58]=[CH:59][C:60]=1P(C1CCCCC1)C1CCCCC1, predict the reaction product. The product is: [CH2:23]([C:2]1[C:3]2[C:4](=[CH:11][C:12]3[C:16]([CH2:56][CH2:57][CH2:58][CH2:59][CH2:60][CH2:55][CH2:54][CH2:49][CH2:50][CH2:51][CH2:52][CH3:53])=[C:15]([Si:18]([CH3:21])([CH3:20])[CH3:19])[S:14][C:13]=3[CH:22]=2)[S:5][C:6]=1[Si:7]([CH3:10])([CH3:9])[CH3:8])[CH2:24][CH2:25][CH2:26][CH2:27][CH2:28][CH2:29][CH2:30][CH2:31][CH2:32][CH2:33][CH3:34]. (4) Given the reactants [CH2:1]([O:8][C:9]1[CH:14]=[C:13]([C:15]2[CH:20]=[CH:19][CH:18]=[CH:17][CH:16]=2)[C:12]([CH:21]=O)=[CH:11][CH:10]=1)[C:2]1[CH:7]=[CH:6][CH:5]=[CH:4][CH:3]=1.C([O-])(=O)C.[NH4+].[N+:28]([CH3:31])([O-:30])=[O:29], predict the reaction product. The product is: [CH2:1]([O:8][C:9]1[CH:10]=[CH:11][C:12](/[CH:21]=[CH:31]/[N+:28]([O-:30])=[O:29])=[C:13]([C:15]2[CH:20]=[CH:19][CH:18]=[CH:17][CH:16]=2)[CH:14]=1)[C:2]1[CH:7]=[CH:6][CH:5]=[CH:4][CH:3]=1. (5) Given the reactants [F:1][C:2]1([F:52])[C:6]2[N:7]([CH2:14][C:15]([NH:17][C@H:18]([C:28]3[C:33](C4C=CC5N(C(=O)NN=5)C=4C)=[CH:32][CH:31]=[C:30]([C:45]#[C:46][C:47]([OH:50])([CH3:49])[CH3:48])[N:29]=3)[CH2:19][C:20]3[CH:25]=[C:24]([F:26])[CH:23]=[C:22]([F:27])[CH:21]=3)=[O:16])[N:8]=[C:9]([C:10]([F:13])([F:12])[F:11])[C:5]=2[C@H:4]2[CH2:51][C@@H:3]12.BrC1C([C@@H](NC(=O)OC(C)(C)C)CC2C=C(F)C=C(F)C=2)=NC(C#CC(O)(C)C)=CC=1.[F:84][C:85]1[C:90](B(O)O)=[CH:89][N:88]=[C:87]2[NH:94][CH:95]=[CH:96][C:86]=12, predict the reaction product. The product is: [F:52][C:2]1([F:1])[C:6]2[N:7]([CH2:14][C:15]([NH:17][C@H:18]([C:28]3[C:33]([C:90]4[C:85]([F:84])=[C:86]5[CH:96]=[CH:95][NH:94][C:87]5=[N:88][CH:89]=4)=[CH:32][CH:31]=[C:30]([C:45]#[C:46][C:47]([OH:50])([CH3:49])[CH3:48])[N:29]=3)[CH2:19][C:20]3[CH:21]=[C:22]([F:27])[CH:23]=[C:24]([F:26])[CH:25]=3)=[O:16])[N:8]=[C:9]([C:10]([F:11])([F:12])[F:13])[C:5]=2[C@H:4]2[CH2:51][C@@H:3]12. (6) Given the reactants [C:1]([C:4]1[N:5]([CH2:22][C:23]2[CH:28]=[CH:27][C:26]([C:29](=[O:31])[CH3:30])=[CH:25][CH:24]=2)[C:6](=[O:21])[C:7]2[C:12]([C:13]=1[C:14]1[CH:19]=[CH:18][CH:17]=[CH:16][CH:15]=1)=[CH:11][C:10]([Br:20])=[CH:9][CH:8]=2)(=[O:3])[CH3:2].[CH3:32][Mg]Br.[Cl-].[NH4+], predict the reaction product. The product is: [C:1]([C:4]1[N:5]([CH2:22][C:23]2[CH:24]=[CH:25][C:26]([C:29]([OH:31])([CH3:32])[CH3:30])=[CH:27][CH:28]=2)[C:6](=[O:21])[C:7]2[C:12]([C:13]=1[C:14]1[CH:15]=[CH:16][CH:17]=[CH:18][CH:19]=1)=[CH:11][C:10]([Br:20])=[CH:9][CH:8]=2)(=[O:3])[CH3:2]. (7) The product is: [CH3:14][S:15]([CH:2]1[CH2:6][CH2:5][N:4]([C:7]([O:9][C:10]([CH3:13])([CH3:12])[CH3:11])=[O:8])[CH2:3]1)(=[O:17])=[O:16]. Given the reactants O[CH:2]1[CH2:6][CH2:5][N:4]([C:7]([O:9][C:10]([CH3:13])([CH3:12])[CH3:11])=[O:8])[CH2:3]1.[CH3:14][S:15](Cl)(=[O:17])=[O:16], predict the reaction product.